This data is from Forward reaction prediction with 1.9M reactions from USPTO patents (1976-2016). The task is: Predict the product of the given reaction. (1) Given the reactants [OH:1][C:2]1[CH:3]=[C:4]([CH:13]=[CH:14][C:15]=1[O:16][CH3:17])[CH2:5][S:6]([CH2:9][C:10](O)=O)(=[O:8])=[O:7].[CH3:18][O:19][C:20]1[CH:27]=[C:26]([O:28][CH3:29])[CH:25]=[C:24]([O:30][CH3:31])[C:21]=1C=O.C(O)(=O)C1C=CC=CC=1.N1CCCCC1, predict the reaction product. The product is: [CH3:29][O:28][C:26]1[CH:25]=[C:24]([O:30][CH3:31])[CH:21]=[C:20]([O:19][CH3:18])[C:27]=1/[CH:10]=[CH:9]/[S:6]([CH2:5][C:4]1[CH:13]=[CH:14][C:15]([O:16][CH3:17])=[C:2]([OH:1])[CH:3]=1)(=[O:8])=[O:7]. (2) Given the reactants C([N:3]([CH2:6][CH3:7])CC)C.[Cl:8][CH2:9][C@H:10]1[O:14][C@@H:13]([N:15]2[CH:23]=[N:22][C:21]3[C:16]2=[N:17][CH:18]=[N:19][C:20]=3Cl)[C@H:12]([OH:25])[C@@H:11]1[OH:26], predict the reaction product. The product is: [OH:14][C@@H:13]1[CH2:12][CH2:11][CH2:7][C@H:6]1[NH:3][C:20]1[N:19]=[CH:18][N:17]=[C:16]2[C:21]=1[N:22]=[CH:23][N:15]2[CH:13]1[C@H:12]([OH:25])[C@H:11]([OH:26])[C@@H:10]([CH2:9][Cl:8])[O:14]1.